Dataset: Catalyst prediction with 721,799 reactions and 888 catalyst types from USPTO. Task: Predict which catalyst facilitates the given reaction. Reactant: [C:1]([NH:5][C:6]1[C:7]([NH2:21])=[CH:8][C:9](B2OC(C)(C)C(C)(C)O2)=[CH:10][CH:11]=1)([CH3:4])([CH3:3])[CH3:2].Br[C:23]1[CH:24]=[C:25]2[CH2:31][CH2:30][NH:29][C:26]2=[N:27][CH:28]=1.C([O-])([O-])=O.[K+].[K+]. Product: [C:1]([NH:5][C:6]1[C:7]([NH2:21])=[CH:8][C:9]([C:23]2[CH:24]=[C:25]3[CH2:31][CH2:30][NH:29][C:26]3=[N:27][CH:28]=2)=[CH:10][CH:11]=1)([CH3:2])([CH3:3])[CH3:4]. The catalyst class is: 18.